Dataset: Peptide-MHC class II binding affinity with 134,281 pairs from IEDB. Task: Regression. Given a peptide amino acid sequence and an MHC pseudo amino acid sequence, predict their binding affinity value. This is MHC class II binding data. (1) The peptide sequence is AFKVLATAANAAPAN. The MHC is HLA-DPA10201-DPB11401 with pseudo-sequence HLA-DPA10201-DPB11401. The binding affinity (normalized) is 0.767. (2) The peptide sequence is GELQIVDKIDAAHKI. The MHC is DRB1_1101 with pseudo-sequence DRB1_1101. The binding affinity (normalized) is 0.661. (3) The peptide sequence is AFKVAATAANAAPAV. The MHC is HLA-DPA10103-DPB10301 with pseudo-sequence HLA-DPA10103-DPB10301. The binding affinity (normalized) is 0.768.